From a dataset of Catalyst prediction with 721,799 reactions and 888 catalyst types from USPTO. Predict which catalyst facilitates the given reaction. (1) The catalyst class is: 586. Reactant: [Br:1][C:2]1[CH:7]=[CH:6][C:5]([C:8](=[CH2:15])[CH2:9][CH:10]2[O:14][CH2:13][CH2:12][O:11]2)=[C:4]([F:16])[CH:3]=1.[H][H]. Product: [Br:1][C:2]1[CH:7]=[CH:6][C:5]([CH:8]([CH3:15])[CH2:9][CH:10]2[O:11][CH2:12][CH2:13][O:14]2)=[C:4]([F:16])[CH:3]=1. (2) Reactant: [C:1]([C:3]1[C:4]([O:22][C:23]([F:32])([F:31])[CH:24]([F:30])[O:25][C:26]([F:29])([F:28])[F:27])=[N:5][N:6]([C:8]2[CH:13]=[C:12]([S:14][CH2:15][C:16]([F:19])([F:18])[F:17])[C:11]([CH3:20])=[CH:10][C:9]=2[F:21])[CH:7]=1)#[N:2].ClC1C=CC=C(C(OO)=[O:41])C=1. Product: [C:1]([C:3]1[C:4]([O:22][C:23]([F:32])([F:31])[CH:24]([F:30])[O:25][C:26]([F:27])([F:28])[F:29])=[N:5][N:6]([C:8]2[CH:13]=[C:12]([S:14]([CH2:15][C:16]([F:19])([F:18])[F:17])=[O:41])[C:11]([CH3:20])=[CH:10][C:9]=2[F:21])[CH:7]=1)#[N:2]. The catalyst class is: 22. (3) Reactant: C([O-])([O-])=O.[K+].[K+].Cl.[C:8]([NH2:11])(=[NH:10])[CH3:9].[C:12]([N:19]1[CH2:24][CH2:23][CH:22]([C:25](OCC)=[O:26])[C:21](=O)[CH2:20]1)([O:14][C:15]([CH3:18])([CH3:17])[CH3:16])=[O:13].[Al]. Product: [OH:26][C:25]1[C:22]2[CH2:23][CH2:24][N:19]([C:12]([O:14][C:15]([CH3:18])([CH3:17])[CH3:16])=[O:13])[CH2:20][C:21]=2[N:10]=[C:8]([CH3:9])[N:11]=1. The catalyst class is: 24. (4) Reactant: [Cl:1][C:2]1[CH:7]=[CH:6][N:5]=[C:4]2[N:8]([C:13]3[N:18]=[CH:17][CH:16]=[CH:15][N:14]=3)[CH:9]=[C:10]([CH:11]=[O:12])[C:3]=12.Cl([O-])=[O:20].[Na+].S(=O)(=O)(O)N. Product: [Cl:1][C:2]1[CH:7]=[CH:6][N:5]=[C:4]2[N:8]([C:13]3[N:18]=[CH:17][CH:16]=[CH:15][N:14]=3)[CH:9]=[C:10]([C:11]([OH:20])=[O:12])[C:3]=12. The catalyst class is: 38.